This data is from Full USPTO retrosynthesis dataset with 1.9M reactions from patents (1976-2016). The task is: Predict the reactants needed to synthesize the given product. (1) Given the product [OH:17][CH:13]1[C:14]2[C:10](=[CH:9][C:8]([OH:7])=[CH:16][CH:15]=2)[CH:11]([CH3:27])[C:12]21[CH2:25][C:24]1[C:19](=[CH:20][CH:21]=[C:22]([OH:26])[CH:23]=1)[CH2:18]2, predict the reactants needed to synthesize it. The reactants are: [H-].[H-].[H-].[H-].[Li+].[Al+3].[OH:7][C:8]1[CH:9]=[C:10]2[C:14](=[CH:15][CH:16]=1)[C:13](=[O:17])[C:12]1([CH2:25][C:24]3[C:19](=[CH:20][CH:21]=[C:22]([OH:26])[CH:23]=3)[CH2:18]1)[CH:11]2[CH3:27]. (2) Given the product [Br:19][C:20]1[CH:25]=[CH:24][C:23]([C:26]([OH:31])([C:38]([F:41])([F:40])[F:39])[C:27]([F:30])([F:29])[F:28])=[CH:22][C:21]=1[O:32][CH:33]([F:34])[F:35], predict the reactants needed to synthesize it. The reactants are: [F-].C([N+](CCCC)(CCCC)CCCC)CCC.[Br:19][C:20]1[CH:25]=[CH:24][C:23]([C:26](=[O:31])[C:27]([F:30])([F:29])[F:28])=[CH:22][C:21]=1[O:32][CH:33]([F:35])[F:34].C[Si](C)(C)[C:38]([F:41])([F:40])[F:39].